Dataset: Full USPTO retrosynthesis dataset with 1.9M reactions from patents (1976-2016). Task: Predict the reactants needed to synthesize the given product. (1) Given the product [C:45]1([C:41]2[CH:42]=[CH:43][CH:44]=[C:35]([C:29]3[CH:30]=[CH:31][CH:32]=[CH:33][CH:34]=3)[C:36]=2[O:37][P:38]2[O:20][C:12]3[C:13]([O:18][CH3:19])=[CH:14][C:15]([CH3:17])=[CH:16][C:11]=3[C:8]3[CH:9]=[CH:10][C:5]([C:1]([CH3:4])([CH3:2])[CH3:3])=[CH:6][C:7]=3[O:21]2)[CH:46]=[CH:47][CH:48]=[CH:49][CH:50]=1, predict the reactants needed to synthesize it. The reactants are: [C:1]([C:5]1[CH:6]=[C:7]([OH:21])[C:8]([C:11]2[C:12]([OH:20])=[C:13]([O:18][CH3:19])[CH:14]=[C:15]([CH3:17])[CH:16]=2)=[CH:9][CH:10]=1)([CH3:4])([CH3:3])[CH3:2].C(N(CC)CC)C.[C:29]1([C:35]2[CH:44]=[CH:43][CH:42]=[C:41]([C:45]3[CH:50]=[CH:49][CH:48]=[CH:47][CH:46]=3)[C:36]=2[O:37][P:38](Cl)Cl)[CH:34]=[CH:33][CH:32]=[CH:31][CH:30]=1. (2) The reactants are: Br[C:2]1[CH:3]=[N:4][C:5]([NH:8][CH2:9][C@@H:10]2[CH2:14][CH2:13][CH2:12][N:11]2[C:15]([C:17]2[N:18]=[C:19]([CH3:29])[S:20][C:21]=2[C:22]2[CH:27]=[CH:26][C:25]([F:28])=[CH:24][CH:23]=2)=[O:16])=[N:6][CH:7]=1.[F:30][C:31]([F:36])([F:35])C([O-])=O.[K+].C1(C)C=CC=CC=1.O.CCOCC. Given the product [F:28][C:25]1[CH:26]=[CH:27][C:22]([C:21]2[S:20][C:19]([CH3:29])=[N:18][C:17]=2[C:15]([N:11]2[CH2:12][CH2:13][CH2:14][C@H:10]2[CH2:9][NH:8][C:5]2[N:4]=[CH:3][C:2]([C:31]([F:36])([F:35])[F:30])=[CH:7][N:6]=2)=[O:16])=[CH:23][CH:24]=1, predict the reactants needed to synthesize it.